Task: Multi-output Regression. Predict 5 antibody developability metrics.. Dataset: TAP: 5 developability metrics (CDR length, charge patches, hydrophobicity) (1) The antibody is ["['QVQLVESGGGLVQPGGSLRLSCAASGFTFRSHWLSWVRQAPGKGLEWVSNINYDGSSTYYADSVKGRFTISRDNSKNTLYLQMNSLRAEDTAVYYCARDTYLHFDYWGQGTLVTVSS'\\n 'DIALTQPASVSGSPGQSITISCTGTSSDVGDINDVSWYQQHPGKAPKLMIYDVNNRPSGVSNRFSGSKSGNTASLTISGLQAEDEADYYCQSYAGSYLSEVFGGGTKLTVL']"]. Developability metrics: CDR_Length=49.0, PSH=131, PPC=0.0191, PNC=0.573, SFvCSP=-0.190. (2) The antibody is ["['QVQLVQSGAEVKKPGASVKVSCKASGYAFTYYLIEWVRQAPGQGLEWIGVINPGSGGTNYNEKFKGRATITADKSTSTAYMELSSLRSEDTAVYFCARNWMNFDYWGQGTTVTVSS'\\n 'DIVMTQTPLSLSVTPGQPASISCRSSKSLLHSNGNTYLYWFLQKPGQSPQFLIYRMSNLASGVPDRFSGSGSGTDFTLKISRVEAEDVGVYYCMQHLEYPYTFGGGTKVEIK']"]. Developability metrics: CDR_Length=48.0, PSH=105, PPC=0, PNC=0.0518, SFvCSP=4.20. (3) The antibody is ["['EVQLVESGGGLVQPGGSLRLSCAASGFTFSSYMMSWVRQAPGKGLEWVATISGGGANTYYPDSVKGRFTISRDNAKNSLYLQMNSLRAEDTAVYYCARQLYYFDYWGQGTTVTVSS'\\n 'DIQMTQSPSSLSASVGDRVTITCLASQTIGTWLTWYQQKPGKAPKLLIYTATSLADGVPSRFSGSGSGTDFTLTISSLQPEDFATYYCQQVYSIPWTFGGGTKVEIK']"]. Developability metrics: CDR_Length=43.0, PSH=118, PPC=0, PNC=0, SFvCSP=0. (4) The antibody is ["['QAQVVESGGGVVQSGRSLRLSCAASGFAFSSYGMHWVRQAPGKGLEWVAVIWYDGSNKYYADSVRGRFTISRDNSENTLYLQMNSLRAEDTAVYYCARDHYGSGVHHYFYYGLDVWGQGTTVTVSS'\\n 'EIVLTQSPGTLSLSPGERATLSCRASQSVSSSYLAWYQQKPGQAPRLLIYGASSRATGIPDRFSGSGSGTDFTLTISRLEPEDFAVYYCQQYGSSPLTFGGGTKVEIK']"]. Developability metrics: CDR_Length=54.0, PSH=130, PPC=0.0446, PNC=0, SFvCSP=4.60. (5) The antibody is ["['QMQLVESGGGVVQPGRSLRLSCAASGFTFRTYGMHWVRQAPGKGLEWVAVIWYDGSNKHYADSVKGRFTITRDNSKNTLNLQMNSLRAEDTAVYYCARAPQWELVHEAFDIWGQGTMVTVSS'\\n 'SYVLTQPPSVSVAPGQTARITCGGNNLGSKSVHWYQQKPGQAPVLVVYDDSDRPSWIPERFSGSNSGNTATLTISRGEAGDEADYYCQVWDSSSDHVVFGGGTKLTVL']"]. Developability metrics: CDR_Length=51.0, PSH=117, PPC=0.118, PNC=1.63, SFvCSP=-0.990. (6) The antibody is ["['EVQLVESGGGLVQPGGSLRLSCAASGFTFSSHDMHWVRQATGKGLEWVSGIGTAGDTYYPDSVKGRFTISRENAKNSLYLQMNSLRAGDTAVYYCARDRYSPTGHYYGMDVWGQGTTVTVSS'\\n 'DIQMTQSPSTLSASVGDRVTITCRASQSISSWLAWYQQKPGKAPKLLIYKASSLESGVPSRFSGSGSGTEFTLTISSLQPDDFATYYCKQYADYWTFGQGTKVEIK']"]. Developability metrics: CDR_Length=48.0, PSH=116, PPC=0.236, PNC=0, SFvCSP=4.60.